From a dataset of Catalyst prediction with 721,799 reactions and 888 catalyst types from USPTO. Predict which catalyst facilitates the given reaction. (1) Reactant: [CH3:1][O:2][C:3]1[CH:12]=[CH:11][C:6]2[C:7](=[O:10])[CH2:8][O:9][C:5]=2[C:4]=1[C:13]#[C:14][CH2:15][CH:16]1[CH2:21][CH2:20][N:19]([C:22]([O:24][C:25]([CH3:28])([CH3:27])[CH3:26])=[O:23])[CH2:18][CH2:17]1. Product: [CH3:1][O:2][C:3]1[CH:12]=[CH:11][C:6]2[C:7](=[O:10])[CH2:8][O:9][C:5]=2[C:4]=1/[CH:13]=[CH:14]\[CH2:15][CH:16]1[CH2:21][CH2:20][N:19]([C:22]([O:24][C:25]([CH3:28])([CH3:27])[CH3:26])=[O:23])[CH2:18][CH2:17]1. The catalyst class is: 29. (2) Reactant: [Al+3].[Cl-:2].[Cl-].[Cl-].B(Cl)(Cl)Cl.[Cl:9][C:10]1[C:18]([F:19])=[C:17]2[C:13]([C:14](SC3C(F)=C(C=CC=3)C(OCC)=O)=[CH:15][N:16]2C2C=NN(CCC)C=2)=[CH:12][CH:11]=1.ClCC#N.Cl.[OH2:46]. Product: [NH2:16][C:17]1[C:18]([F:19])=[C:10]([Cl:9])[CH:11]=[CH:12][C:13]=1[C:14](=[O:46])[CH2:15][Cl:2]. The catalyst class is: 2.